From a dataset of Forward reaction prediction with 1.9M reactions from USPTO patents (1976-2016). Predict the product of the given reaction. Given the reactants [NH2:1][C:2]1[CH:7]=[CH:6][C:5]([CH:8]([OH:13])[C:9]([F:12])([F:11])[F:10])=[CH:4][CH:3]=1.[N:14]([O-])=O.[Na+].Cl[Sn]Cl, predict the reaction product. The product is: [NH:1]([C:2]1[CH:7]=[CH:6][C:5]([CH:8]([OH:13])[C:9]([F:10])([F:11])[F:12])=[CH:4][CH:3]=1)[NH2:14].